From a dataset of Aqueous solubility values for 9,982 compounds from the AqSolDB database. Regression/Classification. Given a drug SMILES string, predict its absorption, distribution, metabolism, or excretion properties. Task type varies by dataset: regression for continuous measurements (e.g., permeability, clearance, half-life) or binary classification for categorical outcomes (e.g., BBB penetration, CYP inhibition). For this dataset (solubility_aqsoldb), we predict Y. The drug is CC1(C(=O)O)CCC(C(=O)O)C1(C)C. The Y is -1.42 log mol/L.